Task: Predict the reactants needed to synthesize the given product.. Dataset: Full USPTO retrosynthesis dataset with 1.9M reactions from patents (1976-2016) Given the product [Cl-:1].[C:2]([C:6]1[CH:7]=[CH:8][C:9]([C:12]2[CH:13]=[C:14]3[C:18](=[CH:19][CH:20]=2)[N:17]([C:21]2[CH:26]=[CH:25][C:24]([O:27][CH:28]([CH3:30])[CH3:29])=[CH:23][CH:22]=2)[C:16]([C:31]([OH:33])=[O:32])=[C:15]3[CH2:34][NH+:35]([CH2:37][C:38]([OH:40])=[O:39])[CH3:36])=[CH:10][CH:11]=1)([CH3:4])([CH3:5])[CH3:3], predict the reactants needed to synthesize it. The reactants are: [ClH:1].[C:2]([C:6]1[CH:11]=[CH:10][C:9]([C:12]2[CH:13]=[C:14]3[C:18](=[CH:19][CH:20]=2)[N:17]([C:21]2[CH:26]=[CH:25][C:24]([O:27][CH:28]([CH3:30])[CH3:29])=[CH:23][CH:22]=2)[C:16]([C:31]([OH:33])=[O:32])=[C:15]3[CH2:34][N:35]([CH2:37][C:38]([O:40]CC)=[O:39])[CH3:36])=[CH:8][CH:7]=1)([CH3:5])([CH3:4])[CH3:3].